This data is from Catalyst prediction with 721,799 reactions and 888 catalyst types from USPTO. The task is: Predict which catalyst facilitates the given reaction. The catalyst class is: 8. Product: [CH3:29][C:26]([O:25][C:23]([N:20]1[CH2:19][CH2:18][C:17]2[CH:30]=[CH:31][C:14]([O:13][C:4]3[CH:5]=[CH:6][C:7]([C:9]([OH:11])=[O:10])=[CH:8][C:3]=3[O:2][CH3:1])=[CH:15][C:16]=2[CH2:22][CH2:21]1)=[O:24])([CH3:27])[CH3:28]. Reactant: [CH3:1][O:2][C:3]1[CH:8]=[C:7]([C:9]([O:11]C)=[O:10])[CH:6]=[CH:5][C:4]=1[O:13][C:14]1[CH:31]=[CH:30][C:17]2[CH2:18][CH2:19][N:20]([C:23]([O:25][C:26]([CH3:29])([CH3:28])[CH3:27])=[O:24])[CH2:21][CH2:22][C:16]=2[CH:15]=1.[OH-].[Na+].Cl.